Dataset: Full USPTO retrosynthesis dataset with 1.9M reactions from patents (1976-2016). Task: Predict the reactants needed to synthesize the given product. (1) The reactants are: [N:1]1([C:12]([O:14][C:15]([CH3:18])([CH3:17])[CH3:16])=[O:13])[CH2:6][CH2:5][CH2:4][CH:3]([C:7]([O:9][CH2:10][CH3:11])=[O:8])[CH2:2]1.C[Si](C)(C)[N-][Si](C)(C)C.[K+].Br[CH2:30][CH:31]=[CH2:32].[Cl-].[NH4+]. Given the product [CH2:32]([C:3]1([C:7]([O:9][CH2:10][CH3:11])=[O:8])[CH2:4][CH2:5][CH2:6][N:1]([C:12]([O:14][C:15]([CH3:17])([CH3:16])[CH3:18])=[O:13])[CH2:2]1)[CH:31]=[CH2:30], predict the reactants needed to synthesize it. (2) The reactants are: [CH3:1][C:2]1([CH3:32])[C:10]2[CH:9]=[C:8]3[N:11](S(C4C=CC(C)=CC=4)(=O)=O)[C:12]([NH:14][CH3:15])=[N:13][C:7]3=[CH:6][C:5]=2[N:4]([CH2:26][CH2:27][CH2:28][CH2:29][CH3:30])[C:3]1=[O:31].[C:33](Cl)(=[O:40])[C:34]1[CH:39]=[CH:38][CH:37]=[CH:36][CH:35]=1. Given the product [CH3:1][C:2]1([CH3:32])[C:10]2[CH:9]=[C:8]3[NH:11][C:12]([N:14]([CH3:15])[C:33](=[O:40])[C:34]4[CH:39]=[CH:38][CH:37]=[CH:36][CH:35]=4)=[N:13][C:7]3=[CH:6][C:5]=2[N:4]([CH2:26][CH2:27][CH2:28][CH2:29][CH3:30])[C:3]1=[O:31], predict the reactants needed to synthesize it. (3) Given the product [Br:9][C:10]1[CH:27]=[CH:26][C:13]([C:14]2([CH2:16][N:17]3[C:25]4[C:20](=[CH:21][CH:22]=[CH:23][CH:24]=4)[CH:19]=[CH:18]3)[O:15][CH2:2]2)=[CH:12][CH:11]=1, predict the reactants needed to synthesize it. The reactants are: [I-].[CH3:2][S+](C)(C)=O.[H-].[Na+].[Br:9][C:10]1[CH:27]=[CH:26][C:13]([C:14]([CH2:16][N:17]2[C:25]3[C:20](=[CH:21][CH:22]=[CH:23][CH:24]=3)[CH:19]=[CH:18]2)=[O:15])=[CH:12][CH:11]=1. (4) Given the product [ClH:1].[NH2:8][CH:9]1[CH2:14][CH2:13][N:12]([C:15]([N:17]2[CH2:22][CH:21]([C:23]3[CH:24]=[CH:25][C:26]([O:29][C:30]([F:33])([F:31])[F:32])=[CH:27][CH:28]=3)[CH2:20][CH:19]([C:34]3[O:38][N:37]=[C:36]([CH3:39])[N:35]=3)[CH2:18]2)=[O:16])[CH2:11][CH2:10]1, predict the reactants needed to synthesize it. The reactants are: [ClH:1].C(OC(=O)[NH:8][CH:9]1[CH2:14][CH2:13][N:12]([C:15]([N:17]2[CH2:22][CH:21]([C:23]3[CH:28]=[CH:27][C:26]([O:29][C:30]([F:33])([F:32])[F:31])=[CH:25][CH:24]=3)[CH2:20][CH:19]([C:34]3[O:38][N:37]=[C:36]([CH3:39])[N:35]=3)[CH2:18]2)=[O:16])[CH2:11][CH2:10]1)(C)(C)C.